This data is from Forward reaction prediction with 1.9M reactions from USPTO patents (1976-2016). The task is: Predict the product of the given reaction. (1) Given the reactants [Cl:1][C:2]1[CH:10]=[C:9](F)[C:8]([F:12])=[CH:7][C:3]=1[C:4]([OH:6])=[O:5].C(Cl)(=O)[C:14](Cl)=[O:15].[CH3:19][O-].[Na+], predict the reaction product. The product is: [CH3:19][O:6][C:4](=[O:5])[C:3]1[CH:7]=[C:8]([F:12])[C:9]([O:15][CH3:14])=[CH:10][C:2]=1[Cl:1]. (2) Given the reactants [Li]CCCC.[C:6](#[N:8])[CH3:7].[CH3:9][C:10]([C:12]1[CH:17]=[CH:16][CH:15]=[C:14]([Cl:18])[CH:13]=1)=[O:11], predict the reaction product. The product is: [Cl:18][C:14]1[CH:13]=[C:12]([C:10]([OH:11])([CH3:9])[CH2:7][C:6]#[N:8])[CH:17]=[CH:16][CH:15]=1. (3) Given the reactants [Br:1][C:2]1[N:7]=[N:6][C:5]([C:8]([OH:10])=O)=[CH:4][CH:3]=1.C1N=C[N:13](C(N2C=NC=C2)=O)[CH:12]=1.CN, predict the reaction product. The product is: [Br:1][C:2]1[N:7]=[N:6][C:5]([C:8]([NH:13][CH3:12])=[O:10])=[CH:4][CH:3]=1. (4) Given the reactants S(=O)(=O)(O)O.[Cl:6][C:7]1[CH:12]=[CH:11][C:10]([CH2:13][CH:14](O)[CH:15]([CH3:17])[CH3:16])=[CH:9][CH:8]=1, predict the reaction product. The product is: [Cl:6][C:7]1[CH:12]=[C:11]2[C:10]([CH2:13][CH2:14][C:15]2([CH3:17])[CH3:16])=[CH:9][CH:8]=1. (5) Given the reactants [CH:1]1[C:13]2[CH:12]([CH2:14][O:15][C:16]([N:18]3[CH2:23][C@@H:22]([C:24](=[O:47])[NH:25][CH2:26][C:27]4([CH2:41][CH2:42][CH2:43][CH2:44][O:45][CH3:46])[C:40]5[CH:39]=[CH:38][CH:37]=[CH:36][C:35]=5[O:34][C:33]5[C:28]4=[CH:29][CH:30]=[CH:31][CH:32]=5)[CH2:21][C@@H:20]([NH2:48])[CH2:19]3)=[O:17])[C:11]3[C:6](=[CH:7][CH:8]=[CH:9][CH:10]=3)[C:5]=2[CH:4]=[CH:3][CH:2]=1.[F:49][C:50]1[CH:55]=[CH:54][C:53]([S:56](Cl)(=[O:58])=[O:57])=[CH:52][CH:51]=1, predict the reaction product. The product is: [CH:1]1[C:13]2[CH:12]([CH2:14][O:15][C:16]([N:18]3[CH2:23][C@@H:22]([C:24](=[O:47])[NH:25][CH2:26][C:27]4([CH2:41][CH2:42][CH2:43][CH2:44][O:45][CH3:46])[C:40]5[CH:39]=[CH:38][CH:37]=[CH:36][C:35]=5[O:34][C:33]5[C:28]4=[CH:29][CH:30]=[CH:31][CH:32]=5)[CH2:21][C@@H:20]([NH:48][S:56]([C:53]4[CH:54]=[CH:55][C:50]([F:49])=[CH:51][CH:52]=4)(=[O:58])=[O:57])[CH2:19]3)=[O:17])[C:11]3[C:6](=[CH:7][CH:8]=[CH:9][CH:10]=3)[C:5]=2[CH:4]=[CH:3][CH:2]=1. (6) Given the reactants [CH2:1]([O:4][C:5]1[CH:10]=[CH:9][C:8]([CH2:11][C@H:12]([NH:16][C:17]([O:19][C:20]([CH3:23])([CH3:22])[CH3:21])=[O:18])[C:13]([OH:15])=O)=[CH:7][CH:6]=1)[CH:2]=[CH2:3].C1N=CN(C(N2C=NC=C2)=O)C=1.[CH:36]1([S:39]([NH2:42])(=[O:41])=[O:40])[CH2:38][CH2:37]1.C1CCN2C(=NCCC2)CC1, predict the reaction product. The product is: [C:20]([O:19][C:17](=[O:18])[NH:16][C@@H:12]([CH2:11][C:8]1[CH:7]=[CH:6][C:5]([O:4][CH2:1][C:2]#[CH:3])=[CH:10][CH:9]=1)[C:13]([NH:42][S:39]([CH:36]1[CH2:38][CH2:37]1)(=[O:41])=[O:40])=[O:15])([CH3:23])([CH3:22])[CH3:21].